Dataset: Reaction yield outcomes from USPTO patents with 853,638 reactions. Task: Predict the reaction yield, written as a fraction of the theoretical maximum amount of product (1.0 means a 100% yield; for example, 0.34 means a 34% yield). (1) The catalyst is C(#N)C. The product is [CH:23]1([CH:28]([N:1]2[CH:5]=[C:4]([C:6]3[C:7]4[CH:14]=[CH:13][N:12]([CH2:15][O:16][CH2:17][CH2:18][Si:19]([CH3:22])([CH3:21])[CH3:20])[C:8]=4[N:9]=[CH:10][N:11]=3)[CH:3]=[N:2]2)[CH2:29][C:30]([O:32][CH3:33])=[O:31])[CH2:27][CH2:26][CH2:25][CH2:24]1. The yield is 0.630. The reactants are [NH:1]1[CH:5]=[C:4]([C:6]2[C:7]3[CH:14]=[CH:13][N:12]([CH2:15][O:16][CH2:17][CH2:18][Si:19]([CH3:22])([CH3:21])[CH3:20])[C:8]=3[N:9]=[CH:10][N:11]=2)[CH:3]=[N:2]1.[CH:23]1(/[CH:28]=[CH:29]/[C:30]([O:32][CH3:33])=[O:31])[CH2:27][CH2:26][CH2:25][CH2:24]1.C1CCN2C(=NCCC2)CC1. (2) The reactants are [NH2:1][C:2]1[N:7]=[CH:6][C:5]([C:8]#[C:9][C:10]2[CH:11]=[C:12]([N:16](C)[C:17](=O)OC(C)(C)C)[CH:13]=[CH:14][CH:15]=2)=[CH:4][N:3]=1. The catalyst is C(Cl)Cl.C(O)(C(F)(F)F)=O. The product is [CH3:17][NH:16][C:12]1[CH:11]=[C:10]([C:9]#[C:8][C:5]2[CH:4]=[N:3][C:2]([NH2:1])=[N:7][CH:6]=2)[CH:15]=[CH:14][CH:13]=1. The yield is 0.420. (3) The reactants are [C:1]([C:3]1[CH:4]=[C:5]([CH:26]=[CH:27][CH:28]=1)[C:6]([NH:8][C:9]1[C:10]([CH3:25])=[C:11]2[C:17]([CH:18]3[CH2:23][CH2:22][NH:21][CH2:20][CH2:19]3)=[CH:16][N:15]([CH3:24])[C:12]2=[N:13][CH:14]=1)=[O:7])#[N:2].[F:29][C:30]([F:38])([F:37])[C@H:31]([OH:36])[CH2:32][C:33](O)=[O:34].F[P-](F)(F)(F)(F)F.N1(OC(N(C)C)=[N+](C)C)C2N=CC=CC=2N=N1.C(N(C(C)C)CC)(C)C. The catalyst is CN(C)C=O. The product is [C:1]([C:3]1[CH:4]=[C:5]([CH:26]=[CH:27][CH:28]=1)[C:6]([NH:8][C:9]1[C:10]([CH3:25])=[C:11]2[C:17]([CH:18]3[CH2:19][CH2:20][N:21]([C:33](=[O:34])[CH2:32][C@@H:31]([OH:36])[C:30]([F:38])([F:37])[F:29])[CH2:22][CH2:23]3)=[CH:16][N:15]([CH3:24])[C:12]2=[N:13][CH:14]=1)=[O:7])#[N:2]. The yield is 0.500. (4) The reactants are [CH3:1][N:2]1[CH2:7][CH2:6][CH:5]([OH:8])[CH2:4][CH2:3]1.[H-].[Na+].F[C:12]1[CH:17]=[CH:16][C:15]([N+:18]([O-:20])=[O:19])=[CH:14][C:13]=1[C:21]([F:24])([F:23])[F:22]. The catalyst is C1COCC1.O. The product is [CH3:1][N:2]1[CH2:7][CH2:6][CH:5]([O:8][C:12]2[CH:17]=[CH:16][C:15]([N+:18]([O-:20])=[O:19])=[CH:14][C:13]=2[C:21]([F:22])([F:23])[F:24])[CH2:4][CH2:3]1. The yield is 0.930. (5) The reactants are [NH:1]1[C:5]2=[N:6][CH:7]=[CH:8][CH:9]=[C:4]2[CH:3]=[CH:2]1.C1C=C(Cl)C=C(C(OO)=[O:18])C=1.C([O-])([O-])=O.[K+].[K+]. The catalyst is C(OCC)(=O)C.O. The product is [NH:1]1[C:5]2=[N+:6]([O-:18])[CH:7]=[CH:8][CH:9]=[C:4]2[CH:3]=[CH:2]1. The yield is 0.670. (6) The reactants are [CH2:1]([N:5]([C:10]1[CH:15]=[CH:14][C:13]([O:16][CH2:17][C:18]([F:21])([F:20])[F:19])=[CH:12][CH:11]=1)[C:6](=[O:9])[CH:7]=[CH2:8])[CH2:2]C=C. The catalyst is Cl[Ru](=CC1C=CC=CC=1)([P](C1CCCCC1)(C1CCCCC1)C1CCCCC1)([P](C1CCCCC1)(C1CCCCC1)C1CCCCC1)Cl.C(Cl)Cl. The product is [F:21][C:18]([F:19])([F:20])[CH2:17][O:16][C:13]1[CH:12]=[CH:11][C:10]([N:5]2[CH2:1][CH2:2][CH:8]=[CH:7][C:6]2=[O:9])=[CH:15][CH:14]=1. The yield is 0.660.